This data is from Forward reaction prediction with 1.9M reactions from USPTO patents (1976-2016). The task is: Predict the product of the given reaction. Given the reactants Br[CH2:2][CH2:3][CH2:4][O:5][C:6]1[CH:15]=[C:14]2[C:9]([C:10]([O:16][C:17]3[CH:22]=[CH:21][C:20]([NH:23][C:24]([NH:26][CH2:27][CH2:28][CH3:29])=[O:25])=[C:19]([Cl:30])[CH:18]=3)=[N:11][CH:12]=[N:13]2)=[CH:8][C:7]=1[O:31][CH3:32].C(=O)([O-])[O-].[K+].[K+].[NH:39]1[CH2:44][CH2:43][CH2:42][CH2:41][CH2:40]1, predict the reaction product. The product is: [Cl:30][C:19]1[CH:18]=[C:17]([O:16][C:10]2[C:9]3[C:14](=[CH:15][C:6]([O:5][CH2:4][CH2:3][CH2:2][N:39]4[CH2:44][CH2:43][CH2:42][CH2:41][CH2:40]4)=[C:7]([O:31][CH3:32])[CH:8]=3)[N:13]=[CH:12][N:11]=2)[CH:22]=[CH:21][C:20]=1[NH:23][C:24]([NH:26][CH2:27][CH2:28][CH3:29])=[O:25].